This data is from Full USPTO retrosynthesis dataset with 1.9M reactions from patents (1976-2016). The task is: Predict the reactants needed to synthesize the given product. (1) The reactants are: [CH3:1][C@@H:2]([OH:5])[CH2:3][CH3:4].[H-].[Na+].F[C:9]1[CH:16]=[CH:15][C:14]([CH:17]=[O:18])=[CH:13][C:10]=1[C:11]#[N:12]. Given the product [CH:17]([C:14]1[CH:15]=[CH:16][C:9]([O:5][C@H:2]([CH3:1])[CH2:3][CH3:4])=[C:10]([CH:13]=1)[C:11]#[N:12])=[O:18], predict the reactants needed to synthesize it. (2) Given the product [F:1][C:2]([F:4])([F:3])[C:5]1[CH:10]=[CH:9][CH:8]=[CH:7][N+:6]=1[O-:19], predict the reactants needed to synthesize it. The reactants are: [F:1][C:2]([C:5]1[CH:10]=[CH:9][CH:8]=[CH:7][N:6]=1)([F:4])[F:3].ClC1C=CC=C(C(OO)=[O:19])C=1.[OH-].[Na+]. (3) Given the product [CH3:18][C:5]1([CH2:12][CH2:13][C@@H:14]([CH3:17])[CH2:15][CH3:16])[C:6]2[C:11](=[CH:10][CH:9]=[CH:8][CH:7]=2)[C:2]([O-:1])=[C:3]([C:20]2[NH:25][C:24]3[CH:26]=[CH:27][C:28]([NH:30][S:31]([CH3:34])(=[O:33])=[O:32])=[CH:29][C:23]=3[S:22](=[O:36])(=[O:35])[N:21]=2)[C:4]1=[O:19].[Na+:38], predict the reactants needed to synthesize it. The reactants are: [OH:1][C:2]1[C:11]2[C:6](=[CH:7][CH:8]=[CH:9][CH:10]=2)[C:5]([CH3:18])([CH2:12][CH2:13][C@@H:14]([CH3:17])[CH2:15][CH3:16])[C:4](=[O:19])[C:3]=1[C:20]1[NH:25][C:24]2[CH:26]=[CH:27][C:28]([NH:30][S:31]([CH3:34])(=[O:33])=[O:32])=[CH:29][C:23]=2[S:22](=[O:36])(=[O:35])[N:21]=1.[OH-].[Na+:38]. (4) The reactants are: C(O)(=O)CCC(O)=O.[CH3:9][CH:10]([CH3:34])[CH2:11][NH:12][C@H:13]1[CH2:18][C@@H:17]([C:19]([N:21]2[CH2:26][CH2:25][O:24][CH2:23][CH2:22]2)=[O:20])[CH2:16][N:15]([C:27]([O:29][C:30]([CH3:33])([CH3:32])[CH3:31])=[O:28])[CH2:14]1.C(#N)C.[C:38](=[O:41])([O-])[O-].[K+].[K+].[CH3:44][O:45][CH2:46][CH2:47][CH2:48][CH2:49][N:50]1[C:54]2[CH:55]=[CH:56][CH:57]=[CH:58][C:53]=2[N:52]=[C:51]1C(Cl)(Cl)Cl. Given the product [CH3:44][O:45][CH2:46][CH2:47][CH2:48][CH2:49][N:50]1[C:54]2[CH:55]=[CH:56][CH:57]=[CH:58][C:53]=2[N:52]=[C:51]1[C:38]([N:12]([CH2:11][CH:10]([CH3:34])[CH3:9])[C@H:13]1[CH2:18][C@@H:17]([C:19]([N:21]2[CH2:26][CH2:25][O:24][CH2:23][CH2:22]2)=[O:20])[CH2:16][N:15]([C:27]([O:29][C:30]([CH3:32])([CH3:31])[CH3:33])=[O:28])[CH2:14]1)=[O:41], predict the reactants needed to synthesize it. (5) Given the product [CH2:1]([O:8][N:9]1[C:15](=[O:16])[N:14]2[CH2:17][C@H:10]1[CH2:11][CH2:12][C@H:13]2[C:18]1[O:23][C:22]([N:24]2[CH2:29][CH2:28][N:27]([C:30]([O:32][C:33]([CH3:35])([CH3:36])[CH3:34])=[O:31])[CH2:26][CH2:25]2)=[N:21][N:20]=1)[C:2]1[CH:3]=[CH:4][CH:5]=[CH:6][CH:7]=1, predict the reactants needed to synthesize it. The reactants are: [CH2:1]([O:8][N:9]1[C:15](=[O:16])[N:14]2[CH2:17][C@H:10]1[CH2:11][CH2:12][C@H:13]2[C:18]([NH:20][NH:21][C:22]([N:24]1[CH2:29][CH2:28][N:27]([C:30]([O:32][C:33]([CH3:36])([CH3:35])[CH3:34])=[O:31])[CH2:26][CH2:25]1)=[O:23])=O)[C:2]1[CH:7]=[CH:6][CH:5]=[CH:4][CH:3]=1.N1C=CC=CC=1.O(S(C(F)(F)F)(=O)=O)S(C(F)(F)F)(=O)=O.C([O-])(O)=O.[Na+]. (6) Given the product [Cl:23][C:21]1[CH:20]=[CH:19][C:18]([O:24][CH3:25])=[C:17]([S:14]([N:11]2[C:12]3[C:8](=[CH:7][CH:6]=[C:5]([C:3]([OH:4])=[O:2])[CH:13]=3)[CH2:9][CH2:10]2)(=[O:15])=[O:16])[CH:22]=1, predict the reactants needed to synthesize it. The reactants are: C[O:2][C:3]([C:5]1[CH:13]=[C:12]2[C:8]([CH2:9][CH2:10][N:11]2[S:14]([C:17]2[CH:22]=[C:21]([Cl:23])[CH:20]=[CH:19][C:18]=2[O:24][CH3:25])(=[O:16])=[O:15])=[CH:7][CH:6]=1)=[O:4].[OH-].[K+].